From a dataset of Forward reaction prediction with 1.9M reactions from USPTO patents (1976-2016). Predict the product of the given reaction. (1) Given the reactants [F:1][C:2]([F:22])([F:21])[C:3]1[CH:8]=[CH:7][C:6]([S:9]([O:12][C:13]2[CH:18]=[CH:17][CH:16]=[CH:15][C:14]=2[CH:19]=O)(=[O:11])=[O:10])=[CH:5][CH:4]=1.[NH:23]1[CH:27]=[C:26]([CH2:28][C:29]([NH:31][NH2:32])=[O:30])[N:25]=[CH:24]1.Cl, predict the reaction product. The product is: [F:22][C:2]([F:1])([F:21])[C:3]1[CH:8]=[CH:7][C:6]([S:9]([O:12][C:13]2[CH:18]=[CH:17][CH:16]=[CH:15][C:14]=2/[CH:19]=[N:32]/[NH:31][C:29](=[O:30])[CH2:28][C:26]2[N:25]=[CH:24][NH:23][CH:27]=2)(=[O:11])=[O:10])=[CH:5][CH:4]=1. (2) Given the reactants Br[C:2]1[CH:3]=[C:4]([O:8][CH2:9][C:10]2[CH:15]=[CH:14][CH:13]=[CH:12][CH:11]=2)[CH:5]=[N:6][CH:7]=1.[NH3:16], predict the reaction product. The product is: [C:10]1([CH2:9][O:8][C:4]2[CH:3]=[C:2]([NH2:16])[CH:7]=[N:6][CH:5]=2)[CH:15]=[CH:14][CH:13]=[CH:12][CH:11]=1. (3) Given the reactants [F:1][C:2]([F:18])([F:17])[C:3]([C:5]1[CH:10]=[CH:9][C:8]([N:11]2[CH2:16][CH2:15][NH:14][CH2:13][CH2:12]2)=[CH:7][CH:6]=1)=[O:4].[BH4-].[Na+], predict the reaction product. The product is: [F:18][C:2]([F:1])([F:17])[CH:3]([C:5]1[CH:6]=[CH:7][C:8]([N:11]2[CH2:12][CH2:13][NH:14][CH2:15][CH2:16]2)=[CH:9][CH:10]=1)[OH:4]. (4) Given the reactants [CH2:1]([O:4][C:5]12[CH2:14][CH:9]3[CH2:10][CH:11]([CH2:13][CH:7]([CH2:8]3)[CH2:6]1)[CH2:12]2)[CH:2]=[CH2:3].[OH-].[Na+].OO.C(=O)([O-])[O-:20].[K+].[K+], predict the reaction product. The product is: [C:5]12([O:4][CH2:1][CH2:2][CH2:3][OH:20])[CH2:14][CH:9]3[CH2:10][CH:11]([CH2:13][CH:7]([CH2:8]3)[CH2:6]1)[CH2:12]2. (5) Given the reactants [Br:1][C:2]1[C:3]([CH3:14])=[N:4][NH:5][C:6]=1[C:7]1[CH:12]=[CH:11][C:10]([F:13])=[CH:9][CH:8]=1.[CH3:15][C:16](=[CH2:19])[CH2:17]O.C1(P(C2C=CC=CC=2)C2C=CC=CC=2)C=CC=CC=1.N(C(OC(C)C)=O)=NC(OC(C)C)=O, predict the reaction product. The product is: [Br:1][C:2]1[C:3]([CH3:14])=[N:4][N:5]([CH2:17][C:16]([CH3:19])=[CH2:15])[C:6]=1[C:7]1[CH:12]=[CH:11][C:10]([F:13])=[CH:9][CH:8]=1.